This data is from Reaction yield outcomes from USPTO patents with 853,638 reactions. The task is: Predict the reaction yield, written as a fraction of the theoretical maximum amount of product (1.0 means a 100% yield; for example, 0.34 means a 34% yield). (1) The reactants are C1COCC1.[OH-].[Na+].[C:8]12([C:18]3[CH:19]=[C:20]([CH:28]=[CH:29][CH:30]=3)[O:21][CH2:22][C:23]([O:25]CC)=[O:24])[CH2:17][CH:12]3[CH2:13][CH:14]([CH2:16][CH:10]([CH2:11]3)[CH2:9]1)[CH2:15]2.Cl. The catalyst is O. The product is [C:8]12([C:18]3[CH:19]=[C:20]([CH:28]=[CH:29][CH:30]=3)[O:21][CH2:22][C:23]([OH:25])=[O:24])[CH2:15][CH:14]3[CH2:16][CH:10]([CH2:11][CH:12]([CH2:13]3)[CH2:17]1)[CH2:9]2. The yield is 0.890. (2) The reactants are CC1(C)[O:6][C@@H:5]([CH2:7][CH2:8][NH:9][C:10]([CH:12]2[CH:16]([C:17]3[CH:22]=[CH:21][CH:20]=[C:19]([Cl:23])[C:18]=3[F:24])[C:15]([C:27]3[CH:32]=[CH:31][C:30]([Cl:33])=[CH:29][C:28]=3[F:34])([C:25]#[N:26])[CH:14]([CH2:35][C:36]3([CH2:42][OH:43])[CH2:41][CH2:40][CH2:39][CH2:38][CH2:37]3)[NH:13]2)=[O:11])[CH2:4][O:3]1.Cl. The catalyst is O1CCCC1. The product is [OH:6][C@H:5]([CH2:4][OH:3])[CH2:7][CH2:8][NH:9][C:10]([CH:12]1[CH:16]([C:17]2[CH:22]=[CH:21][CH:20]=[C:19]([Cl:23])[C:18]=2[F:24])[C:15]([C:27]2[CH:32]=[CH:31][C:30]([Cl:33])=[CH:29][C:28]=2[F:34])([C:25]#[N:26])[CH:14]([CH2:35][C:36]2([CH2:42][OH:43])[CH2:37][CH2:38][CH2:39][CH2:40][CH2:41]2)[NH:13]1)=[O:11]. The yield is 0.910. (3) The reactants are [OH:1][CH:2]1[CH2:7][CH2:6][N:5]([CH:8]=[O:9])[CH2:4][CH2:3]1.[H-].[Na+].C1OCCOCCOCCOCCOC1.Cl[CH:28]([F:30])[F:29]. The catalyst is O1CCCC1. The product is [F:29][CH:28]([F:30])[O:1][CH:2]1[CH2:7][CH2:6][N:5]([CH:8]=[O:9])[CH2:4][CH2:3]1. The yield is 0.180.